From a dataset of Full USPTO retrosynthesis dataset with 1.9M reactions from patents (1976-2016). Predict the reactants needed to synthesize the given product. (1) Given the product [C:20]([NH:23][C:24]1[CH:29]=[C:28]([C:15]2[CH:16]=[CH:17][C:12]([O:11][CH2:10][C:6]3[CH:5]=[C:4]([CH:9]=[CH:8][CH:7]=3)[C:3]([OH:2])=[O:19])=[CH:13][CH:14]=2)[CH:27]=[CH:26][CH:25]=1)(=[O:22])[CH3:21], predict the reactants needed to synthesize it. The reactants are: C[O:2][C:3](=[O:19])[C:4]1[CH:9]=[CH:8][CH:7]=[C:6]([CH2:10][O:11][C:12]2[CH:17]=[CH:16][C:15](I)=[CH:14][CH:13]=2)[CH:5]=1.[C:20]([NH:23][C:24]1[CH:25]=[C:26](B(O)O)[CH:27]=[CH:28][CH:29]=1)(=[O:22])[CH3:21]. (2) The reactants are: [C:1]([S:5][CH2:6][C:7]1[CH:8]=[C:9]([CH:13]=[CH:14][C:15]=1[O:16][C:17]1[CH:22]=[C:21]([CH2:23][C:24]([O:26][CH2:27][CH3:28])=[O:25])[CH:20]=[CH:19][C:18]=1[O:29][CH3:30])[C:10](O)=[O:11])([CH3:4])([CH3:3])[CH3:2].[C:31]([NH2:35])([CH3:34])([CH3:33])[CH3:32].C(N=C=NCCCN(C)C)C.ON1C2C=CC=CC=2N=N1. Given the product [CH2:27]([O:26][C:24](=[O:25])[CH2:23][C:21]1[CH:20]=[CH:19][C:18]([O:29][CH3:30])=[C:17]([O:16][C:15]2[CH:14]=[CH:13][C:9]([C:10](=[O:11])[NH:35][C:31]([CH3:34])([CH3:33])[CH3:32])=[CH:8][C:7]=2[CH2:6][S:5][C:1]([CH3:3])([CH3:4])[CH3:2])[CH:22]=1)[CH3:28], predict the reactants needed to synthesize it. (3) Given the product [CH2:1]([N:5]1[C:9]2[CH:10]=[C:11]([C:14]3[N:15]([CH3:16])[CH:35]=[N:34][C:27]=3[C:28]3[CH:29]=[CH:30][CH:31]=[CH:32][CH:33]=3)[CH:12]=[CH:13][C:8]=2[N:7]=[C:6]1[NH2:17])[CH:2]([CH3:4])[CH3:3], predict the reactants needed to synthesize it. The reactants are: [CH2:1]([N:5]1[C:9]2[CH:10]=[C:11]([CH:14]=[N:15][CH3:16])[CH:12]=[CH:13][C:8]=2[N:7]=[C:6]1[NH2:17])[CH:2]([CH3:4])[CH3:3].C1(C)C=CC(S([CH:27]([N+:34]#[C-:35])[C:28]2[CH:33]=[CH:32][CH:31]=[CH:30][CH:29]=2)(=O)=O)=CC=1.CN. (4) Given the product [Br:17][C:12]1[CH:13]=[N:14][N:15]([CH3:16])[C:11]=1[C:3]1[CH:4]=[C:5]([C:7]([O:9][CH3:10])=[O:8])[O:6][C:2]=1[CH3:1], predict the reactants needed to synthesize it. The reactants are: [CH3:1][C:2]1[O:6][C:5]([C:7]([O:9][CH3:10])=[O:8])=[CH:4][C:3]=1[C:11]1[N:15]([CH3:16])[N:14]=[CH:13][CH:12]=1.[Br:17]N1C(=O)CCC1=O. (5) The reactants are: [Cl:1][C:2]1[CH:7]=[C:6]([O:8][C:9]2[C:18]3[C:13](=[CH:14][CH:15]=[CH:16][CH:17]=3)[C:12]([NH2:19])=[CH:11][CH:10]=2)[CH:5]=[CH:4][N:3]=1.[C:20](O[C:20]([O:22][C:23]([CH3:26])([CH3:25])[CH3:24])=[O:21])([O:22][C:23]([CH3:26])([CH3:25])[CH3:24])=[O:21]. Given the product [C:23]([O:22][C:20](=[O:21])[NH:19][C:12]1[C:13]2[C:18](=[CH:17][CH:16]=[CH:15][CH:14]=2)[C:9]([O:8][C:6]2[CH:5]=[CH:4][N:3]=[C:2]([Cl:1])[CH:7]=2)=[CH:10][CH:11]=1)([CH3:26])([CH3:25])[CH3:24], predict the reactants needed to synthesize it. (6) Given the product [CH3:6][CH2:7][CH2:2][CH:1]([CH3:4])[CH3:3].[C:13]([O:19][CH2:20][CH3:23])(=[O:33])[CH3:12], predict the reactants needed to synthesize it. The reactants are: [C:1]([Li])([CH3:4])([CH3:3])[CH3:2].[CH:6](OC(=S)N[C:12]1C=C(F)C=C[C:13]=1[O:19][C:20]([CH3:23])(C)C)(C)[CH3:7].[Cl-].[Li+].[Cu]C#N.ClCC(Cl)=[O:33]. (7) The reactants are: FC1C=CC(C([N:10]2[CH2:15][CH2:14][C:13]3[N:16]=[C:17](CO)[O:18][C:12]=3[CH2:11]2)=O)=CC=1.BrC1C=C(C)C=CN=1.C(=O)([O-])[O-].[Cs+].[Cs+].CN(C)CC(O)=O. Given the product [N:16]1[C:13]2[CH2:14][CH2:15][NH:10][CH2:11][C:12]=2[O:18][CH:17]=1, predict the reactants needed to synthesize it.